Dataset: Full USPTO retrosynthesis dataset with 1.9M reactions from patents (1976-2016). Task: Predict the reactants needed to synthesize the given product. (1) Given the product [O:1]=[C:2]([CH3:9])[CH:3]([CH2:13][C:14]1[CH:19]=[CH:18][CH:17]=[C:16]([C:20]([F:21])([F:22])[F:23])[CH:15]=1)[C:4]([O:6][CH2:7][CH3:8])=[O:5], predict the reactants needed to synthesize it. The reactants are: [O:1]=[C:2]([CH3:9])[CH2:3][C:4]([O:6][CH2:7][CH3:8])=[O:5].[H-].[Na+].Br[CH2:13][C:14]1[CH:19]=[CH:18][CH:17]=[C:16]([C:20]([F:23])([F:22])[F:21])[CH:15]=1. (2) Given the product [CH3:10][O:9][C:8]1[CH:7]=[C:6]2[C:5](=[CH:4][C:3]=1[O:2][CH3:1])[N:14]=[C:12]([NH2:13])[CH2:11]2, predict the reactants needed to synthesize it. The reactants are: [CH3:1][O:2][C:3]1[C:8]([O:9][CH3:10])=[CH:7][C:6]([CH2:11][C:12]#[N:13])=[C:5]([N+:14]([O-])=O)[CH:4]=1.[Sn](Cl)(Cl)(Cl)Cl.